Task: Regression. Given a peptide amino acid sequence and an MHC pseudo amino acid sequence, predict their binding affinity value. This is MHC class I binding data.. Dataset: Peptide-MHC class I binding affinity with 185,985 pairs from IEDB/IMGT The peptide sequence is YYRYNLPTM. The MHC is HLA-A01:01 with pseudo-sequence HLA-A01:01. The binding affinity (normalized) is 0.